Dataset: Full USPTO retrosynthesis dataset with 1.9M reactions from patents (1976-2016). Task: Predict the reactants needed to synthesize the given product. (1) Given the product [CH2:1]([O:3][C:4](=[O:38])[CH2:5][CH2:6][CH2:7][O:8][C:9]1[CH:14]=[CH:13][CH:12]=[C:11]([CH2:15][CH2:16][CH2:17][CH2:18][CH2:19][CH2:20][O:21][C:22]2[CH:23]=[C:24]([C:46]3[CH:47]=[CH:48][C:43]([S:40]([CH3:39])(=[O:42])=[O:41])=[CH:44][CH:45]=3)[CH:25]=[C:26]([CH2:28][OH:29])[CH:27]=2)[C:10]=1[CH2:31][CH2:32][C:33]([O:35][CH2:36][CH3:37])=[O:34])[CH3:2], predict the reactants needed to synthesize it. The reactants are: [CH2:1]([O:3][C:4](=[O:38])[CH2:5][CH2:6][CH2:7][O:8][C:9]1[CH:14]=[CH:13][CH:12]=[C:11]([CH2:15][CH2:16][CH2:17][CH2:18][CH2:19][CH2:20][O:21][C:22]2[CH:27]=[C:26]([CH2:28][OH:29])[CH:25]=[C:24](Br)[CH:23]=2)[C:10]=1[CH2:31][CH2:32][C:33]([O:35][CH2:36][CH3:37])=[O:34])[CH3:2].[CH3:39][S:40]([C:43]1[CH:48]=[CH:47][C:46](B(O)O)=[CH:45][CH:44]=1)(=[O:42])=[O:41].C(=O)([O-])[O-].[Cs+].[Cs+].C(COC)OC. (2) Given the product [Br:1][C:2]1[CH:7]=[CH:6][C:5]2[N:8]=[C:13]([CH3:14])[NH:9][C:4]=2[CH:3]=1, predict the reactants needed to synthesize it. The reactants are: [Br:1][C:2]1[CH:3]=[C:4]([NH2:9])[C:5]([NH2:8])=[CH:6][CH:7]=1.ClCCl.[C:13](O)(=O)[CH3:14]. (3) The reactants are: [CH2:1]([O:8][C:9]([NH:11][C@H:12]1[CH2:16][CH2:15][N:14]([C@H:17]2[CH2:22][CH2:21][C@@H:20]([NH:23][C:24]([CH3:27])([CH3:26])[CH3:25])[CH2:19][C@H:18]2[NH:28]C(=O)OCC[Si](C)(C)C)[C:13]1=[O:38])=[O:10])[C:2]1[CH:7]=[CH:6][CH:5]=[CH:4][CH:3]=1.FC(F)(F)C(O)=O.C(N(CC)CC)C.[CH3:53][S:54](Cl)(=[O:56])=[O:55]. Given the product [C:24]([NH:23][C@@H:20]1[CH2:21][CH2:22][C@H:17]([N:14]2[CH2:15][CH2:16][C@H:12]([NH:11][C:9](=[O:10])[O:8][CH2:1][C:2]3[CH:7]=[CH:6][CH:5]=[CH:4][CH:3]=3)[C:13]2=[O:38])[C@H:18]([NH:28][S:54]([CH3:53])(=[O:56])=[O:55])[CH2:19]1)([CH3:27])([CH3:26])[CH3:25], predict the reactants needed to synthesize it. (4) Given the product [Cl:4][C:5]1[CH:10]=[CH:9][C:8]([CH2:11][CH3:12])=[C:7]([CH:6]=1)[NH2:13], predict the reactants needed to synthesize it. The reactants are: O.NN.[Cl:4][C:5]1[CH:10]=[CH:9][C:8]([CH2:11][CH3:12])=[C:7]([N+:13]([O-])=O)[CH:6]=1.C. (5) Given the product [F:1][C:2]1[CH:3]=[C:4]([O:5][CH2:6][CH2:7][C@@H:8]2[CH2:10][C@@H:9]2[CH:11]2[CH2:12][CH2:13][N:14]([C:17]([O:19][C:20]3([CH3:23])[CH2:21][CH2:22]3)=[O:18])[CH2:15][CH2:16]2)[CH:24]=[CH:25][C:26]=1[CH2:27][C:28]([OH:30])=[O:29], predict the reactants needed to synthesize it. The reactants are: [F:1][C:2]1[CH:3]=[C:4]([CH:24]=[CH:25][C:26]=1[CH2:27][C:28]([O:30]C)=[O:29])[O:5][CH2:6][CH2:7][C@@H:8]1[CH2:10][C@@H:9]1[CH:11]1[CH2:16][CH2:15][N:14]([C:17]([O:19][C:20]2([CH3:23])[CH2:22][CH2:21]2)=[O:18])[CH2:13][CH2:12]1.CO.[OH-].[Li+].Cl.